This data is from Forward reaction prediction with 1.9M reactions from USPTO patents (1976-2016). The task is: Predict the product of the given reaction. (1) Given the reactants [C:1]([O:5][C:6]([NH:8][C@@H:9]1[CH2:14][CH2:13][N:12](C(OCC2C=CC=CC=2)=O)[CH2:11][C@H:10]1[O:25][CH3:26])=[O:7])([CH3:4])([CH3:3])[CH3:2], predict the reaction product. The product is: [CH3:26][O:25][C@H:10]1[C@H:9]([NH:8][C:6](=[O:7])[O:5][C:1]([CH3:3])([CH3:2])[CH3:4])[CH2:14][CH2:13][NH:12][CH2:11]1. (2) Given the reactants [CH3:1][O:2][C:3]1[CH:8]=[CH:7][CH:6]=[CH:5][C:4]=1[OH:9].F[C:11]1[CH:16]=[CH:15][C:14]([F:17])=[CH:13][C:12]=1[N+:18]([O-:20])=[O:19].[CH3:21][O:22][C:23]1[CH:37]=[CH:36][CH:35]=[CH:34][C:24]=1[O:25][C:26]1[CH:32]=[CH:31][C:30]([F:33])=[CH:29][C:27]=1[NH2:28].[NH2:38][C:39]1[S:40][CH:41]=[CH:42][N:43]=1, predict the reaction product. The product is: [F:17][C:14]1[CH:15]=[CH:16][C:11]([O:9][C:4]2[CH:5]=[CH:6][CH:7]=[CH:8][C:3]=2[O:2][CH3:1])=[C:12]([N+:18]([O-:20])=[O:19])[CH:13]=1.[F:33][C:30]1[CH:31]=[CH:32][C:26]([O:25][C:24]2[CH:34]=[CH:35][CH:36]=[CH:37][C:23]=2[O:22][CH3:21])=[C:27]([NH:28][C:4]([NH:38][C:39]2[S:40][CH:41]=[CH:42][N:43]=2)=[O:9])[CH:29]=1. (3) The product is: [OH:39][C:37]1[CH:38]=[C:33]([NH:32][CH:2]=[C:3]2[C:11]3[C:6](=[CH:7][C:8]([C:12]([C:14]4[CH:15]=[C:16]([NH:20][C:21]([C:23]5[S:24][C:25]([C:28](=[O:30])[CH3:29])=[CH:26][CH:27]=5)=[O:22])[CH:17]=[CH:18][CH:19]=4)=[O:13])=[CH:9][CH:10]=3)[NH:5][C:4]2=[O:31])[CH:34]=[CH:35][C:36]=1[CH3:40]. Given the reactants O[CH:2]=[C:3]1[C:11]2[C:6](=[CH:7][C:8]([C:12]([C:14]3[CH:15]=[C:16]([NH:20][C:21]([C:23]4[S:24][C:25]([C:28](=[O:30])[CH3:29])=[CH:26][CH:27]=4)=[O:22])[CH:17]=[CH:18][CH:19]=3)=[O:13])=[CH:9][CH:10]=2)[NH:5][C:4]1=[O:31].[NH2:32][C:33]1[CH:34]=[CH:35][C:36]([CH3:40])=[C:37]([OH:39])[CH:38]=1, predict the reaction product. (4) Given the reactants CC1C=C(C)NN=1.[CH3:8][C@@H:9]1[C@H:18]2[C:12](=[C:13]([CH3:22])[CH2:14][CH2:15][C@@H:16]([C:19]([CH3:21])=[CH2:20])[CH2:17]2)[CH2:11][CH2:10]1.[OH-:23].[Na+], predict the reaction product. The product is: [CH3:8][C@@H:9]1[C@H:18]2[C:12](=[C:13]([CH3:22])[CH2:14][CH2:15][C@@H:16]([C:19]([CH3:21])=[CH2:20])[CH2:17]2)[C:11](=[O:23])[CH2:10]1. (5) Given the reactants Br[C:2]1[CH:3]=[CH:4][C:5]([N:8]2[CH2:13][CH2:12][N:11]([CH3:14])[CH2:10][CH2:9]2)=[N:6][CH:7]=1.N1CCCCC1.[CH3:21][Si:22]([C:25]#[CH:26])([CH3:24])[CH3:23].CCN(CC)CC, predict the reaction product. The product is: [CH3:14][N:11]1[CH2:12][CH2:13][N:8]([C:5]2[CH:4]=[CH:3][C:2]([C:26]#[C:25][Si:22]([CH3:24])([CH3:23])[CH3:21])=[CH:7][N:6]=2)[CH2:9][CH2:10]1. (6) Given the reactants [CH3:1][C:2]1[CH:3]=[C:4]([C:10]2[C:11]([O:21][C:22]3[CH:27]=[CH:26][C:25]([O:28][CH2:29][CH2:30][N:31]4[CH2:36][CH2:35][CH2:34][CH2:33][CH2:32]4)=[CH:24][CH:23]=3)=[C:12]3[C:17](=[CH:18][CH:19]=2)[CH:16]=[C:15]([OH:20])[CH:14]=[CH:13]3)[CH:5]=[CH:6][C:7]=1[S:8][CH3:9].B(O[O-])=[O:38].[Na+].[ClH:42].C(OCC)C.[OH2:48], predict the reaction product. The product is: [ClH:42].[CH3:9][S:8]([C:7]1[CH:6]=[CH:5][C:4]([C:10]2[C:11]([O:21][C:22]3[CH:27]=[CH:26][C:25]([O:28][CH2:29][CH2:30][N:31]4[CH2:36][CH2:35][CH2:34][CH2:33][CH2:32]4)=[CH:24][CH:23]=3)=[C:12]3[C:17](=[CH:18][CH:19]=2)[CH:16]=[C:15]([OH:20])[CH:14]=[CH:13]3)=[CH:3][C:2]=1[CH3:1])(=[O:38])=[O:48].